From a dataset of Retrosynthesis with 50K atom-mapped reactions and 10 reaction types from USPTO. Predict the reactants needed to synthesize the given product. (1) The reactants are: N#Cc1ccccc1N1CCCCS1(=O)=O. Given the product NCc1ccccc1N1CCCCS1(=O)=O, predict the reactants needed to synthesize it. (2) The reactants are: O=C(O)CC(=O)Nc1ccc(-c2ccccc2)cc1.O=C(c1ccccc1Br)N1CCCNCC1. Given the product O=C(CC(=O)N1CCCN(C(=O)c2ccccc2Br)CC1)Nc1ccc(-c2ccccc2)cc1, predict the reactants needed to synthesize it. (3) Given the product O=[N+]([O-])c1ccc(OCC(F)(F)C(F)F)nc1, predict the reactants needed to synthesize it. The reactants are: FC(F)C(F)(F)CI.O=[N+]([O-])c1ccc(O)nc1.